From a dataset of Peptide-MHC class II binding affinity with 134,281 pairs from IEDB. Regression. Given a peptide amino acid sequence and an MHC pseudo amino acid sequence, predict their binding affinity value. This is MHC class II binding data. (1) The MHC is DRB1_1501 with pseudo-sequence DRB1_1501. The binding affinity (normalized) is 0.233. The peptide sequence is PFNASDSVGQQIKVI. (2) The peptide sequence is SLLVAPMPTASTAQI. The MHC is DRB1_0101 with pseudo-sequence DRB1_0101. The binding affinity (normalized) is 0.694. (3) The peptide sequence is PELKPGESRHTSDHM. The MHC is HLA-DQA10301-DQB10302 with pseudo-sequence HLA-DQA10301-DQB10302. The binding affinity (normalized) is 0.0722. (4) The peptide sequence is GVWAPFNVLKVIRSE. The MHC is DRB1_1501 with pseudo-sequence DRB1_1501. The binding affinity (normalized) is 0.191. (5) The peptide sequence is PVVHFFKNIVTPRTPPY. The MHC is DRB1_1101 with pseudo-sequence DRB1_1101. The binding affinity (normalized) is 0.827. (6) The peptide sequence is EHREVLQWKFDSQLARRH. The MHC is DRB1_0101 with pseudo-sequence DRB1_0101. The binding affinity (normalized) is 0.633.